From a dataset of Full USPTO retrosynthesis dataset with 1.9M reactions from patents (1976-2016). Predict the reactants needed to synthesize the given product. (1) Given the product [Br:38][C:4]1[CH:5]=[C:6]2[C:11](=[CH:12][C:3]=1[CH:2]([F:1])[F:37])[N:10]([C:13]1[C:17]3[CH2:18][N:19]([C:22]([O:24][C:25]([CH3:28])([CH3:26])[CH3:27])=[O:23])[CH2:20][CH2:21][C:16]=3[N:15]([CH:29]3[CH2:30][CH2:31][S:32](=[O:36])(=[O:35])[CH2:33][CH2:34]3)[N:14]=1)[CH2:9][CH2:8][CH2:7]2, predict the reactants needed to synthesize it. The reactants are: [F:1][CH:2]([F:37])[C:3]1[CH:12]=[C:11]2[C:6]([CH2:7][CH2:8][CH2:9][N:10]2[C:13]2[C:17]3[CH2:18][N:19]([C:22]([O:24][C:25]([CH3:28])([CH3:27])[CH3:26])=[O:23])[CH2:20][CH2:21][C:16]=3[N:15]([CH:29]3[CH2:34][CH2:33][S:32](=[O:36])(=[O:35])[CH2:31][CH2:30]3)[N:14]=2)=[CH:5][CH:4]=1.[Br:38]N1C(=O)CCC1=O.O. (2) Given the product [NH2:1][CH:4]([C:26]1[CH:31]=[CH:30][CH:29]=[C:28]([C:32]2[NH:36][N:35]=[N:34][N:33]=2)[CH:27]=1)[C:5]1[CH:25]=[CH:24][C:8]([CH2:9][O:10][C:11]2[CH:16]=[CH:15][C:14]([C:17](=[O:19])[CH3:18])=[C:13]([OH:20])[C:12]=2[CH2:21][CH2:22][CH3:23])=[CH:7][CH:6]=1, predict the reactants needed to synthesize it. The reactants are: [N:1]([CH:4]([C:26]1[CH:31]=[CH:30][CH:29]=[C:28]([C:32]2[N:33]=[N:34][NH:35][N:36]=2)[CH:27]=1)[C:5]1[CH:25]=[CH:24][C:8]([CH2:9][O:10][C:11]2[CH:16]=[CH:15][C:14]([C:17](=[O:19])[CH3:18])=[C:13]([OH:20])[C:12]=2[CH2:21][CH2:22][CH3:23])=[CH:7][CH:6]=1)=[N+]=[N-].C1(P(C2C=CC=CC=2)C2C=CC=CC=2)C=CC=CC=1.O. (3) Given the product [NH2:13][C:14]1([C:18]([O:20][CH3:21])=[O:19])[CH2:15][CH2:16][CH2:17]1, predict the reactants needed to synthesize it. The reactants are: OS(O)(=O)=O.C(OC([NH:13][C:14]1([C:18]([OH:20])=[O:19])[CH2:17][CH2:16][CH2:15]1)=O)(C)(C)C.[CH3:21]O.